The task is: Predict the product of the given reaction.. This data is from Forward reaction prediction with 1.9M reactions from USPTO patents (1976-2016). (1) Given the reactants [C:1]([O:5][C:6]([NH:8][CH:9]([CH2:12][CH2:13][CH2:14][CH3:15])[CH2:10]O)=[O:7])([CH3:4])([CH3:3])[CH3:2].[Na+].[Br-].[O-]Cl.[Na+].C([O-])(O)=O.[Na+].[CH3:26][CH2:27][O:28][C:29]([CH3:31])=[O:30].[C:32]1(C)[CH:37]=[CH:36]C=[CH:34][CH:33]=1, predict the reaction product. The product is: [C:1]([O:5][C:6]([NH:8][C@@H:9]([CH2:12][CH2:13][CH2:14][CH3:15])/[CH:10]=[CH:31]/[C:29]([O:28][CH2:27][C:26]1[CH:36]=[CH:37][CH:32]=[CH:33][CH:34]=1)=[O:30])=[O:7])([CH3:4])([CH3:3])[CH3:2]. (2) Given the reactants [CH3:1][N:2]([CH:12]1[CH2:17][CH2:16][NH:15][CH2:14][CH2:13]1)[C:3]1[S:4][C:5]([C:8]([F:11])([F:10])[F:9])=[N:6][N:7]=1.[F:18][C:19]1[CH:26]=[CH:25][C:22]([CH2:23]Cl)=[CH:21][CH:20]=1.C(N(C(C)C)CC)(C)C, predict the reaction product. The product is: [F:18][C:19]1[CH:26]=[CH:25][C:22]([CH2:23][N:15]2[CH2:16][CH2:17][CH:12]([N:2]([CH3:1])[C:3]3[S:4][C:5]([C:8]([F:11])([F:9])[F:10])=[N:6][N:7]=3)[CH2:13][CH2:14]2)=[CH:21][CH:20]=1. (3) Given the reactants C([O:5][C:6](=[O:16])[CH2:7][C@@H:8]([CH2:14][NH2:15])[C@@H:9]([CH3:13])[CH:10]([CH3:12])[CH3:11])(C)(C)C, predict the reaction product. The product is: [NH2:15][CH2:14][C@@H:8]([C@@H:9]([CH3:13])[CH:10]([CH3:12])[CH3:11])[CH2:7][C:6]([OH:16])=[O:5]. (4) The product is: [Br:6][C:7]1[CH:8]=[C:9]([N:13]([C:14]2[C:23]3[C:18](=[CH:19][CH:20]=[C:21]([N:24]4[C:29](=[O:30])[CH:28]=[CH:27][C:25]4=[O:26])[CH:22]=3)[N:17]=[CH:16][N:15]=2)[C:1](=[O:3])[CH3:2])[CH:10]=[CH:11][CH:12]=1. Given the reactants [C:1]([O-])(=[O:3])[CH3:2].[Na+].[Br:6][C:7]1[CH:8]=[C:9]([NH:13][C:14]2[C:23]3[C:18](=[CH:19][CH:20]=[C:21]([NH:24][C:25]([CH:27]=[CH:28][C:29](O)=[O:30])=[O:26])[CH:22]=3)[N:17]=[CH:16][N:15]=2)[CH:10]=[CH:11][CH:12]=1, predict the reaction product. (5) Given the reactants [C:1]([OH:7])([C:3](F)(F)F)=O.[N:8]1[C:17]2[C:12](=[CH:13][C:14]([C:18]3([C:21]4[N:25]5[N:26]=[C:27]([C:30]6[CH:38]=[CH:37][C:33]([C:34](O)=[O:35])=[CH:32][CH:31]=6)[CH:28]=[N:29][C:24]5=[N:23][CH:22]=4)[CH2:20][CH2:19]3)=[CH:15][CH:16]=2)[CH:11]=[CH:10][CH:9]=1, predict the reaction product. The product is: [N:8]1[C:17]2[C:12](=[CH:13][C:14]([C:18]3([C:21]4[N:25]5[N:26]=[C:27]([C:30]6[CH:38]=[CH:37][C:33]([C:34]([NH:8][CH:9]7[CH2:3][CH2:1][O:7][CH2:11][CH2:10]7)=[O:35])=[CH:32][CH:31]=6)[CH:28]=[N:29][C:24]5=[N:23][CH:22]=4)[CH2:20][CH2:19]3)=[CH:15][CH:16]=2)[CH:11]=[CH:10][CH:9]=1. (6) Given the reactants Cl[CH2:2][CH2:3][NH:4][C:5]([NH:7][C:8]1[CH:13]=[CH:12][C:11]([C:14]2[N:19]=[C:18]([Cl:20])[C:17]([S:21][CH3:22])=[C:16]([N:23]3[CH2:28][CH2:27][O:26][CH2:25][CH2:24]3)[N:15]=2)=[CH:10][CH:9]=1)=[O:6].[OH-].[Na+].C1COCC1, predict the reaction product. The product is: [Cl:20][C:18]1[C:17]([S:21][CH3:22])=[C:16]([N:23]2[CH2:24][CH2:25][O:26][CH2:27][CH2:28]2)[N:15]=[C:14]([C:11]2[CH:12]=[CH:13][C:8]([N:7]3[CH2:2][CH2:3][NH:4][C:5]3=[O:6])=[CH:9][CH:10]=2)[N:19]=1. (7) The product is: [CH2:16]([N:18]([CH2:19][CH3:20])[C:48](=[O:50])[CH2:47][CH2:46][C:43]1[CH:42]=[CH:41][C:40]([NH:39][C:36]2[N:37]=[CH:38][C:33]([C:30]3[CH:31]=[CH:32][C:27]([O:26][CH3:25])=[CH:28][CH:29]=3)=[CH:34][N:35]=2)=[CH:45][CH:44]=1)[CH3:17]. Given the reactants COC1C=CC(C2C=NC(N)=NC=2)=CC=1.[CH2:16]([NH:18][CH2:19][CH3:20])[CH3:17].C(Cl)CCl.[CH3:25][O:26][C:27]1[CH:32]=[CH:31][C:30]([C:33]2[CH:34]=[N:35][C:36]([NH:39][C:40]3[CH:45]=[CH:44][C:43]([CH2:46][CH2:47][C:48]([OH:50])=O)=[CH:42][CH:41]=3)=[N:37][CH:38]=2)=[CH:29][CH:28]=1.[NH4+].[Cl-], predict the reaction product. (8) Given the reactants [CH3:1][C:2]1[CH:3]=[CH:4][CH:5]=[C:6]2[C:11]=1[C:10](=[O:12])[N:9]([C:13]1[CH:18]=[CH:17][CH:16]=[CH:15][C:14]=1[CH3:19])[C:8]([CH:20]=[O:21])=[CH:7]2.O.[CH2:23]1COCC1, predict the reaction product. The product is: [OH:21][CH:20]([C:8]1[N:9]([C:13]2[CH:18]=[CH:17][CH:16]=[CH:15][C:14]=2[CH3:19])[C:10](=[O:12])[C:11]2[C:6]([CH:7]=1)=[CH:5][CH:4]=[CH:3][C:2]=2[CH3:1])[CH3:23]. (9) Given the reactants [CH3:1][C:2]([CH3:7])([CH3:6])[C:3]([NH2:5])=[O:4].[H-].[Na+].[Cl:10][C:11]1[CH:16]=[CH:15][C:14]([N:17]=[C:18]=S)=[CH:13][CH:12]=1.[CH3:20][C:21]1[N:25]([CH:26]2[CH2:32][CH:31]3[N:33]([CH2:34][CH2:35][C:36]4([C:42]5[CH:47]=[CH:46][CH:45]=[CH:44][CH:43]=5)[CH2:41][CH2:40][NH:39][CH2:38][CH2:37]4)[CH:28]([CH2:29][CH2:30]3)[CH2:27]2)[C:24]2[CH:48]=[CH:49][CH:50]=[CH:51][C:23]=2[N:22]=1.CCN=C=NCCCN(C)C, predict the reaction product. The product is: [Cl:10][C:11]1[CH:16]=[CH:15][C:14]([NH:17]/[C:18](/[N:39]2[CH2:38][CH2:37][C:36]([CH2:35][CH2:34][N:33]3[CH:28]4[CH2:29][CH2:30][CH:31]3[CH2:32][CH:26]([N:25]3[C:24]5[CH:48]=[CH:49][CH:50]=[CH:51][C:23]=5[N:22]=[C:21]3[CH3:20])[CH2:27]4)([C:42]3[CH:43]=[CH:44][CH:45]=[CH:46][CH:47]=3)[CH2:41][CH2:40]2)=[N:5]\[C:3](=[O:4])[C:2]([CH3:7])([CH3:6])[CH3:1])=[CH:13][CH:12]=1. (10) Given the reactants [NH2:1][C:2]1[O:6][CH:5]([C:7]2[CH:12]=[CH:11][C:10]([Cl:13])=[C:9]([Cl:14])[CH:8]=2)[C:4](=[O:15])[C:3]=1[OH:16].C(N(CC)CC)C.[C:24]1([CH2:30][S:31](Cl)(=[O:33])=[O:32])[CH:29]=[CH:28][CH:27]=[CH:26][CH:25]=1.[Cl-].[NH4+], predict the reaction product. The product is: [Cl:14][C:9]1[CH:8]=[C:7]([CH:5]2[C:4](=[O:15])[C:3]([O:16][S:31]([CH2:30][C:24]3[CH:29]=[CH:28][CH:27]=[CH:26][CH:25]=3)(=[O:33])=[O:32])=[C:2]([NH2:1])[O:6]2)[CH:12]=[CH:11][C:10]=1[Cl:13].